Dataset: NCI-60 drug combinations with 297,098 pairs across 59 cell lines. Task: Regression. Given two drug SMILES strings and cell line genomic features, predict the synergy score measuring deviation from expected non-interaction effect. (1) Drug 1: C1=C(C(=O)NC(=O)N1)N(CCCl)CCCl. Drug 2: C1C(C(OC1N2C=NC3=C2NC=NCC3O)CO)O. Cell line: HS 578T. Synergy scores: CSS=14.1, Synergy_ZIP=-1.78, Synergy_Bliss=1.72, Synergy_Loewe=-3.81, Synergy_HSA=1.83. (2) Drug 1: CN(CCCl)CCCl.Cl. Drug 2: C(CC(=O)O)C(=O)CN.Cl. Cell line: MALME-3M. Synergy scores: CSS=13.6, Synergy_ZIP=-6.36, Synergy_Bliss=-2.47, Synergy_Loewe=-2.10, Synergy_HSA=-0.286. (3) Drug 1: CC1=C(C(=CC=C1)Cl)NC(=O)C2=CN=C(S2)NC3=CC(=NC(=N3)C)N4CCN(CC4)CCO. Cell line: A498. Drug 2: C1C(C(OC1N2C=NC3=C2NC=NCC3O)CO)O. Synergy scores: CSS=2.86, Synergy_ZIP=-1.72, Synergy_Bliss=-0.171, Synergy_Loewe=-2.15, Synergy_HSA=0.176. (4) Drug 1: CNC(=O)C1=NC=CC(=C1)OC2=CC=C(C=C2)NC(=O)NC3=CC(=C(C=C3)Cl)C(F)(F)F. Drug 2: B(C(CC(C)C)NC(=O)C(CC1=CC=CC=C1)NC(=O)C2=NC=CN=C2)(O)O. Cell line: KM12. Synergy scores: CSS=61.9, Synergy_ZIP=-5.49, Synergy_Bliss=-1.55, Synergy_Loewe=0.154, Synergy_HSA=0.993. (5) Drug 1: CC(CN1CC(=O)NC(=O)C1)N2CC(=O)NC(=O)C2. Drug 2: CC1=C2C(C(=O)C3(C(CC4C(C3C(C(C2(C)C)(CC1OC(=O)C(C(C5=CC=CC=C5)NC(=O)OC(C)(C)C)O)O)OC(=O)C6=CC=CC=C6)(CO4)OC(=O)C)O)C)O. Cell line: SNB-19. Synergy scores: CSS=6.91, Synergy_ZIP=-11.2, Synergy_Bliss=-15.9, Synergy_Loewe=-16.9, Synergy_HSA=-13.4. (6) Drug 1: CS(=O)(=O)CCNCC1=CC=C(O1)C2=CC3=C(C=C2)N=CN=C3NC4=CC(=C(C=C4)OCC5=CC(=CC=C5)F)Cl. Drug 2: CCC1=C2CN3C(=CC4=C(C3=O)COC(=O)C4(CC)O)C2=NC5=C1C=C(C=C5)O. Cell line: UACC62. Synergy scores: CSS=46.6, Synergy_ZIP=1.74, Synergy_Bliss=3.58, Synergy_Loewe=3.52, Synergy_HSA=6.30. (7) Drug 2: C#CCC(CC1=CN=C2C(=N1)C(=NC(=N2)N)N)C3=CC=C(C=C3)C(=O)NC(CCC(=O)O)C(=O)O. Drug 1: CN1C2=C(C=C(C=C2)N(CCCl)CCCl)N=C1CCCC(=O)O.Cl. Synergy scores: CSS=-1.95, Synergy_ZIP=1.16, Synergy_Bliss=1.91, Synergy_Loewe=-2.67, Synergy_HSA=-0.638. Cell line: SNB-75. (8) Drug 1: CC(C)(C1=NC(=CC=C1)N2C3=NC(=NC=C3C(=O)N2CC=C)NC4=CC=C(C=C4)N5CCN(CC5)C)O. Drug 2: CS(=O)(=O)CCNCC1=CC=C(O1)C2=CC3=C(C=C2)N=CN=C3NC4=CC(=C(C=C4)OCC5=CC(=CC=C5)F)Cl. Cell line: SW-620. Synergy scores: CSS=40.2, Synergy_ZIP=2.83, Synergy_Bliss=1.71, Synergy_Loewe=-40.4, Synergy_HSA=0.429. (9) Drug 1: C1C(C(OC1N2C=NC3=C(N=C(N=C32)Cl)N)CO)O. Drug 2: C1=NC(=NC(=O)N1C2C(C(C(O2)CO)O)O)N. Cell line: CAKI-1. Synergy scores: CSS=21.0, Synergy_ZIP=-6.02, Synergy_Bliss=-8.65, Synergy_Loewe=-15.8, Synergy_HSA=-7.31. (10) Drug 1: CC1C(C(CC(O1)OC2CC(CC3=C2C(=C4C(=C3O)C(=O)C5=C(C4=O)C(=CC=C5)OC)O)(C(=O)C)O)N)O.Cl. Drug 2: CCC1=C2CN3C(=CC4=C(C3=O)COC(=O)C4(CC)O)C2=NC5=C1C=C(C=C5)O. Cell line: NCI-H322M. Synergy scores: CSS=15.5, Synergy_ZIP=-1.51, Synergy_Bliss=2.28, Synergy_Loewe=-0.893, Synergy_HSA=2.44.